This data is from Full USPTO retrosynthesis dataset with 1.9M reactions from patents (1976-2016). The task is: Predict the reactants needed to synthesize the given product. (1) Given the product [CH2:17]([O:16][C:14](=[O:15])[CH2:13][N:11]1[CH:10]=[CH:9][N:8]=[C:7]1[C:1]1[CH:2]=[CH:3][CH:4]=[CH:5][CH:6]=1)[C:18]1[CH:23]=[CH:22][CH:21]=[CH:20][CH:19]=1, predict the reactants needed to synthesize it. The reactants are: [C:1]1([C:7]2[NH:8][CH:9]=[CH:10][N:11]=2)[CH:6]=[CH:5][CH:4]=[CH:3][CH:2]=1.Br[CH2:13][C:14]([O:16][CH2:17][C:18]1[CH:23]=[CH:22][CH:21]=[CH:20][CH:19]=1)=[O:15].C(=O)([O-])[O-].[K+].[K+]. (2) Given the product [CH3:19][C:4]1[CH:5]=[C:6]([O:8][CH:9]2[CH2:14][CH2:13][N:12]([S:15]([CH3:18])(=[O:17])=[O:16])[CH2:11][CH2:10]2)[CH:7]=[C:2]([CH3:1])[C:3]=1[C:20]1[CH:25]=[CH:24][CH:23]=[C:22]([CH2:26][O:27][C:28]2[CH:41]=[CH:40][C:31]3[C@H:32]([CH2:35][C:36]([OH:38])=[O:37])[CH2:33][O:34][C:30]=3[CH:29]=2)[CH:21]=1, predict the reactants needed to synthesize it. The reactants are: [CH3:1][C:2]1[CH:7]=[C:6]([O:8][CH:9]2[CH2:14][CH2:13][N:12]([S:15]([CH3:18])(=[O:17])=[O:16])[CH2:11][CH2:10]2)[CH:5]=[C:4]([CH3:19])[C:3]=1[C:20]1[CH:25]=[CH:24][CH:23]=[C:22]([CH2:26][O:27][C:28]2[CH:41]=[CH:40][C:31]3[C@H:32]([CH2:35][C:36]([O:38]C)=[O:37])[CH2:33][O:34][C:30]=3[CH:29]=2)[CH:21]=1.[OH-].[Na+].Cl. (3) Given the product [Br:14][CH2:13][C:1]1[CH:6]=[CH:5][C:4]([C:7]2[CH:12]=[CH:11][CH:10]=[CH:9][N:8]=2)=[CH:3][CH:2]=1, predict the reactants needed to synthesize it. The reactants are: [C:1]1([CH3:13])[CH:6]=[CH:5][C:4]([C:7]2[CH:12]=[CH:11][CH:10]=[CH:9][N:8]=2)=[CH:3][CH:2]=1.[Br:14]N1C(=O)CCC1=O. (4) Given the product [CH3:11][C:10]1[CH:9]=[CH:8][CH:7]=[C:3]2[C:2]=1[N:1]=[C:20]([CH:17]1[CH2:18][CH2:19][CH:14]([N:13]([CH3:23])[CH3:12])[CH2:15][CH2:16]1)[NH:6][C:4]2=[O:5], predict the reactants needed to synthesize it. The reactants are: [NH2:1][C:2]1[C:10]([CH3:11])=[CH:9][CH:8]=[CH:7][C:3]=1[C:4]([NH2:6])=[O:5].[CH3:12][N:13]([CH3:23])[CH:14]1[CH2:19][CH2:18][CH:17]([C:20](Cl)=O)[CH2:16][CH2:15]1. (5) Given the product [Cl:1][C:2]1[CH:7]=[C:6]([Cl:8])[CH:5]=[CH:4][C:3]=1[NH:9][C:10]([N:12]1[CH2:16][CH2:15][CH2:14][CH2:13]1)=[O:11], predict the reactants needed to synthesize it. The reactants are: [Cl:1][C:2]1[CH:7]=[C:6]([Cl:8])[CH:5]=[CH:4][C:3]=1[N:9]=[C:10]=[O:11].[NH:12]1[CH2:16][CH2:15][CH2:14][CH2:13]1. (6) Given the product [C:5]([O:9][C:10]([N:12]1[CH2:17][C@H:16]([CH2:18][N:19]2[CH2:24][CH2:23][O:22][CH2:21][C@H:20]2[CH3:25])[NH:15][CH2:14][C@H:13]1[CH3:33])=[O:11])([CH3:8])([CH3:6])[CH3:7], predict the reactants needed to synthesize it. The reactants are: C(O)(=O)C.[C:5]([O:9][C:10]([N:12]1[CH2:17][C@H:16]([CH2:18][N:19]2[CH2:24][CH2:23][O:22][CH2:21][C@H:20]2[CH3:25])[N:15](CC2C=CC=CC=2)[CH2:14][C@H:13]1[CH3:33])=[O:11])([CH3:8])([CH3:7])[CH3:6]. (7) Given the product [F:1][C:2]1([F:11])[CH2:7][CH2:6][CH:5]([C:8]([Cl:14])=[O:9])[CH2:4][CH2:3]1, predict the reactants needed to synthesize it. The reactants are: [F:1][C:2]1([F:11])[CH2:7][CH2:6][CH:5]([C:8](O)=[O:9])[CH2:4][CH2:3]1.S(Cl)([Cl:14])=O. (8) Given the product [CH3:36][O:35][C:31]1[CH:32]=[C:33]2[C:28](=[C:29]([O:39][CH3:40])[C:30]=1[O:37][CH3:38])[NH:27][C:26]([CH2:24][N:21]1[CH2:20][CH2:19][N:18]([CH2:16][C:7]3[NH:8][C:9]4[C:5]([CH:6]=3)=[CH:4][C:3]([O:2][CH3:1])=[C:11]([O:12][CH3:13])[C:10]=4[O:14][CH3:15])[CH2:23][CH2:22]1)=[CH:34]2, predict the reactants needed to synthesize it. The reactants are: [CH3:1][O:2][C:3]1[CH:4]=[C:5]2[C:9](=[C:10]([O:14][CH3:15])[C:11]=1[O:12][CH3:13])[NH:8][C:7]([C:16]([N:18]1[CH2:23][CH2:22][N:21]([C:24]([C:26]3[NH:27][C:28]4[C:33]([CH:34]=3)=[CH:32][C:31]([O:35][CH3:36])=[C:30]([O:37][CH3:38])[C:29]=4[O:39][CH3:40])=O)[CH2:20][CH2:19]1)=O)=[CH:6]2.[H-].[Al+3].[Li+].[H-].[H-].[H-].O.O.O.O.O.O.O.O.O.O.S([O-])([O-])(=O)=O.[Na+].[Na+]. (9) Given the product [CH2:24]([O:23][C:19]([C:20]1[CH:9]=[CH:4][N:3]2[CH2:8][CH2:7][O:6][CH2:5][C:21]=12)=[O:22])[CH3:25], predict the reactants needed to synthesize it. The reactants are: C([N:3]1[CH2:8][CH2:7][O:6][CH2:5][CH:4]1[C:9](O)=O)=O.C(OC(=O)C)(=O)C.[C:19]([O:23][CH2:24][CH3:25])(=[O:22])[C:20]#[CH:21].